This data is from Catalyst prediction with 721,799 reactions and 888 catalyst types from USPTO. The task is: Predict which catalyst facilitates the given reaction. (1) Reactant: [H-].[Al+3].[Li+].[H-].[H-].[H-].[N:7]1([C:13]2([C:17]#[N:18])[CH2:16][CH2:15][CH2:14]2)[CH2:12][CH2:11][CH2:10][CH2:9][CH2:8]1.O.[OH-].[Na+]. Product: [N:7]1([C:13]2([CH2:17][NH2:18])[CH2:14][CH2:15][CH2:16]2)[CH2:12][CH2:11][CH2:10][CH2:9][CH2:8]1. The catalyst class is: 54. (2) Reactant: B(Cl)(Cl)Cl.C([O:12][C:13]1[CH:18]=[CH:17][C:16]([C:19]2[N:23]([CH:24]3[CH2:29][CH2:28][CH2:27][CH2:26][CH2:25]3)[N:22]=[C:21]([C:30]#[C:31][C:32]([O:34][CH2:35][CH3:36])=[O:33])[CH:20]=2)=[CH:15][CH:14]=1)C1C=CC=CC=1. Product: [CH:24]1([N:23]2[C:19]([C:16]3[CH:15]=[CH:14][C:13]([OH:12])=[CH:18][CH:17]=3)=[CH:20][C:21]([C:30]#[C:31][C:32]([O:34][CH2:35][CH3:36])=[O:33])=[N:22]2)[CH2:25][CH2:26][CH2:27][CH2:28][CH2:29]1. The catalyst class is: 2. (3) Reactant: [CH3:1][C:2]1[C:7]([NH:8][C:9]([C:11]2[CH:12]=[CH:13][C:14]3[C@@:20]4([CH2:26][C:27]5[CH:32]=[CH:31][CH:30]=[CH:29][CH:28]=5)[CH2:21][CH2:22][C:23](=[O:25])[CH2:24][C@H:19]4[CH2:18][CH2:17][CH2:16][C:15]=3[CH:33]=2)=[O:10])=[CH:6][CH:5]=[CH:4][N:3]=1.[CH3:34][C:35]1[C:40]([NH:41][C:42]([C:44]2[CH:45]=[CH:46][C:47]3[C@:53]4([CH2:59][C:60]5[CH:65]=[CH:64][CH:63]=[CH:62][CH:61]=5)[CH2:54][CH2:55][C:56](=[O:58])[CH2:57][C@@H:52]4[CH2:51][CH2:50][CH2:49][C:48]=3[CH:66]=2)=[O:43])=[CH:39][CH:38]=[CH:37][N:36]=1.[BH4-].[Na+]. Product: [CH3:1][C:2]1[C:7]([NH:8][C:9]([C:11]2[CH:12]=[CH:13][C:14]3[C@@:20]4([CH2:26][C:27]5[CH:28]=[CH:29][CH:30]=[CH:31][CH:32]=5)[CH2:21][CH2:22][C@@H:23]([OH:25])[CH2:24][C@H:19]4[CH2:18][CH2:17][CH2:16][C:15]=3[CH:33]=2)=[O:10])=[CH:6][CH:5]=[CH:4][N:3]=1.[CH3:34][C:35]1[C:40]([NH:41][C:42]([C:44]2[CH:45]=[CH:46][C:47]3[C@:53]4([CH2:59][C:60]5[CH:61]=[CH:62][CH:63]=[CH:64][CH:65]=5)[CH2:54][CH2:55][C@H:56]([OH:58])[CH2:57][C@@H:52]4[CH2:51][CH2:50][CH2:49][C:48]=3[CH:66]=2)=[O:43])=[CH:39][CH:38]=[CH:37][N:36]=1. The catalyst class is: 14. (4) Product: [Si:12]([O:19][C@H:20]1[CH2:24][CH2:23][N:22]([CH2:11][C@H:9]([C:4]2[CH:3]=[C:2]([CH3:1])[CH:7]=[C:6]([CH3:8])[CH:5]=2)[OH:10])[CH2:21]1)([C:15]([CH3:18])([CH3:17])[CH3:16])([CH3:14])[CH3:13]. Reactant: [CH3:1][C:2]1[CH:3]=[C:4]([C@H:9]2[CH2:11][O:10]2)[CH:5]=[C:6]([CH3:8])[CH:7]=1.[Si:12]([O:19][C@H:20]1[CH2:24][CH2:23][NH:22][CH2:21]1)([C:15]([CH3:18])([CH3:17])[CH3:16])([CH3:14])[CH3:13]. The catalyst class is: 8. (5) Reactant: [C:1]([O:5][C@@H:6]([C:12]1[C:13]([CH3:47])=[N:14][C:15]2[N:16]([N:33]=[C:34]([CH:36]=[CH:37][CH2:38][C:39]3[CH:44]=[CH:43][C:42]([F:45])=[CH:41][C:40]=3O)[CH:35]=2)[C:17]=1[N:18]1[CH2:23][CH2:22][C:21]([O:25][CH2:26][CH2:27][CH2:28][CH2:29][C@H:30]([OH:32])[CH3:31])([CH3:24])[CH2:20][CH2:19]1)[C:7]([O:9]CC)=[O:8])([CH3:4])([CH3:3])[CH3:2].C1C=CC(P(C2C=CC=CC=2)C2C=CC=CC=2)=CC=1.CCOC(/N=N/C(OCC)=O)=O. Product: [C:1]([O:5][C@@H:6]([C:12]1[C:13]([CH3:47])=[N:14][C:15]2=[CH:35][C:34]3=[N:33][N:16]2[C:17]=1[N:18]1[CH2:23][CH2:22][C:21]([CH3:24])([O:25][CH2:26][CH2:27][CH2:28][CH2:29][C@H:30]([CH3:31])[O:32][C:44]2[CH:43]=[C:42]([F:45])[CH:41]=[CH:40][C:39]=2[CH2:38][CH:37]=[CH:36]3)[CH2:20][CH2:19]1)[C:7]([OH:9])=[O:8])([CH3:3])([CH3:4])[CH3:2]. The catalyst class is: 1. (6) Reactant: [CH3:1][N:2]1[C:6]2[CH:7]=[C:8](B3OC(C)(C)C(C)(C)O3)[CH:9]=[CH:10][C:5]=2[N:4]=[N:3]1.[Cl:20][C:21]1[CH:29]=[C:28]2[C:24]([C:25](I)=[N:26][N:27]2[C:30]([C:43]2[CH:48]=[CH:47][CH:46]=[CH:45][CH:44]=2)([C:37]2[CH:42]=[CH:41][CH:40]=[CH:39][CH:38]=2)[C:31]2[CH:36]=[CH:35][CH:34]=[CH:33][CH:32]=2)=[CH:23][C:22]=1[C:50]([O:52][CH3:53])=[O:51].C(=O)(O)[O-].[Na+]. Product: [Cl:20][C:21]1[CH:29]=[C:28]2[C:24]([C:25]([C:8]3[CH:9]=[CH:10][C:5]4[N:4]=[N:3][N:2]([CH3:1])[C:6]=4[CH:7]=3)=[N:26][N:27]2[C:30]([C:31]2[CH:32]=[CH:33][CH:34]=[CH:35][CH:36]=2)([C:43]2[CH:48]=[CH:47][CH:46]=[CH:45][CH:44]=2)[C:37]2[CH:38]=[CH:39][CH:40]=[CH:41][CH:42]=2)=[CH:23][C:22]=1[C:50]([O:52][CH3:53])=[O:51]. The catalyst class is: 127. (7) Reactant: [Cl:1][C:2]1[C:7]([C:8]([O:10][CH2:11][CH3:12])=[O:9])=[C:6](Cl)[CH:5]=[C:4]([CH3:14])[N:3]=1.[CH3:15][C:16]([CH3:21])([CH3:20])[CH2:17][CH2:18][NH2:19]. Product: [Cl:1][C:2]1[C:7]([C:8]([O:10][CH2:11][CH3:12])=[O:9])=[C:6]([NH:19][CH2:18][CH2:17][C:16]([CH3:21])([CH3:20])[CH3:15])[CH:5]=[C:4]([CH3:14])[N:3]=1. The catalyst class is: 162. (8) Reactant: Cl[C:2]1[C:3]2[N:26]=[CH:25][CH:24]=[CH:23][C:4]=2[C:5]([N:8]2[CH2:13][CH2:12][N:11]([C:14]([C:16]3[CH:21]=[CH:20][CH:19]=[CH:18][CH:17]=3)=[O:15])[CH2:10][C@H:9]2[CH3:22])=[N:6][N:7]=1.C(=O)([O-])[O-].[Na+].[Na+].[F:33][C:34]([F:45])([F:44])[C:35]1[CH:40]=[CH:39][C:38](B(O)O)=[CH:37][CH:36]=1. Product: [CH3:22][C@H:9]1[N:8]([C:5]2[C:4]3[CH:23]=[CH:24][CH:25]=[N:26][C:3]=3[C:2]([C:38]3[CH:39]=[CH:40][C:35]([C:34]([F:45])([F:44])[F:33])=[CH:36][CH:37]=3)=[N:7][N:6]=2)[CH2:13][CH2:12][N:11]([C:14]([C:16]2[CH:21]=[CH:20][CH:19]=[CH:18][CH:17]=2)=[O:15])[CH2:10]1. The catalyst class is: 73. (9) Reactant: [CH3:1][O:2][C:3](=[O:12])[C:4]1[CH:9]=[CH:8][C:7](Br)=[C:6]([CH3:11])[CH:5]=1.[CH3:13][O:14][C:15]1[CH:20]=[CH:19][CH:18]=[CH:17][C:16]=1B(O)O.C(=O)([O-])[O-].[Na+].[Na+]. Product: [CH3:1][O:2][C:3]([C:4]1[CH:9]=[CH:8][C:7]([C:16]2[CH:17]=[CH:18][CH:19]=[CH:20][C:15]=2[O:14][CH3:13])=[C:6]([CH3:11])[CH:5]=1)=[O:12]. The catalyst class is: 741. (10) Reactant: [OH-].[K+].[Cl:3][C:4]1[C:5]([N:10]2[C:14]([C:15]([O:17]CC)=[O:16])=[CH:13][C:12]([C:20]([F:23])([F:22])[F:21])=[N:11]2)=[N:6][CH:7]=[CH:8][CH:9]=1.CCCCCC.C(OCC)(=O)C. Product: [Cl:3][C:4]1[C:5]([N:10]2[C:14]([C:15]([OH:17])=[O:16])=[CH:13][C:12]([C:20]([F:23])([F:21])[F:22])=[N:11]2)=[N:6][CH:7]=[CH:8][CH:9]=1. The catalyst class is: 97.